From a dataset of Full USPTO retrosynthesis dataset with 1.9M reactions from patents (1976-2016). Predict the reactants needed to synthesize the given product. (1) The reactants are: Cl[C:2]([O:4][CH2:5][C:6]1[CH:11]=[CH:10][CH:9]=[CH:8][CH:7]=1)=[O:3].[CH2:12]1[C:15]2([C@H:19]([NH:20][C:21](=[O:27])[O:22][C:23]([CH3:26])([CH3:25])[CH3:24])[CH2:18][NH:17][CH2:16]2)[CH2:14][CH2:13]1.C(=O)([O-])[O-].[Na+].[Na+]. Given the product [C:23]([O:22][C:21]([NH:20][C@H:19]1[C:15]2([CH2:14][CH2:13][CH2:12]2)[CH2:16][N:17]([C:2]([O:4][CH2:5][C:6]2[CH:11]=[CH:10][CH:9]=[CH:8][CH:7]=2)=[O:3])[CH2:18]1)=[O:27])([CH3:26])([CH3:24])[CH3:25], predict the reactants needed to synthesize it. (2) Given the product [CH2:13]([C:17]1[N:18]=[C:19]([CH2:48][CH3:49])[N:20]([C:39]2[CH:40]=[CH:41][C:42]3[O:46][CH2:45][CH2:44][C:43]=3[CH:47]=2)[C:21](=[O:38])[C:22]=1[CH2:23][C:24]1[CH:25]=[CH:26][C:27]([C:30]2[CH:35]=[CH:34][CH:33]=[CH:32][C:31]=2[C:36]2[NH:3][C:4](=[O:7])[O:5][N:37]=2)=[CH:28][CH:29]=1)[CH2:14][CH2:15][CH3:16], predict the reactants needed to synthesize it. The reactants are: [Cl-].O[NH3+:3].[C:4](=[O:7])([O-])[OH:5].[Na+].CS(C)=O.[CH2:13]([C:17]1[N:18]=[C:19]([CH2:48][CH3:49])[N:20]([C:39]2[CH:40]=[CH:41][C:42]3[O:46][CH2:45][CH2:44][C:43]=3[CH:47]=2)[C:21](=[O:38])[C:22]=1[CH2:23][C:24]1[CH:29]=[CH:28][C:27]([C:30]2[C:31]([C:36]#[N:37])=[CH:32][CH:33]=[CH:34][CH:35]=2)=[CH:26][CH:25]=1)[CH2:14][CH2:15][CH3:16]. (3) Given the product [I:1][C:2]1[CH:6]=[CH:5][N:4]([C:12]2[CH:11]=[N:10][C:9]([C:8]([F:19])([F:18])[F:7])=[N:14][CH:13]=2)[N:3]=1, predict the reactants needed to synthesize it. The reactants are: [I:1][C:2]1[CH:6]=[CH:5][NH:4][N:3]=1.[F:7][C:8]([F:19])([F:18])[C:9]1[N:14]=[C:13](B(O)O)[CH:12]=[CH:11][N:10]=1.C(=O)([O-])[O-].[Cs+].[Cs+].